This data is from Forward reaction prediction with 1.9M reactions from USPTO patents (1976-2016). The task is: Predict the product of the given reaction. (1) Given the reactants C(OC([N:8]1[CH2:34][CH2:33][C:11]2([CH2:14][N:13]([C@H:15]3[C:23]4[C:18](=[CH:19][C:20]([C:24]5[CH:29]=[N:28][C:27]([C:30](=[O:32])[NH2:31])=[CH:26][N:25]=5)=[CH:21][CH:22]=4)[CH2:17][CH2:16]3)[CH2:12]2)[CH2:10][CH2:9]1)=O)(C)(C)C.[ClH:35], predict the reaction product. The product is: [ClH:35].[ClH:35].[CH2:12]1[C:11]2([CH2:33][CH2:34][NH:8][CH2:9][CH2:10]2)[CH2:14][N:13]1[C@H:15]1[C:23]2[C:18](=[CH:19][C:20]([C:24]3[N:25]=[CH:26][C:27]([C:30]([NH2:31])=[O:32])=[N:28][CH:29]=3)=[CH:21][CH:22]=2)[CH2:17][CH2:16]1. (2) Given the reactants I[C:2]1[CH:8]=[C:7]([C:9]([F:12])([F:11])[F:10])[CH:6]=[CH:5][C:3]=1[NH2:4].[CH3:13][O:14][C:15]1[CH:20]=[CH:19][C:18](B(O)O)=[CH:17][CH:16]=1.C([O-])([O-])=O.[K+].[K+], predict the reaction product. The product is: [CH3:13][O:14][C:15]1[CH:20]=[CH:19][C:18]([C:2]2[C:3]([NH2:4])=[CH:5][CH:6]=[C:7]([C:9]([F:12])([F:11])[F:10])[CH:8]=2)=[CH:17][CH:16]=1.